Dataset: Full USPTO retrosynthesis dataset with 1.9M reactions from patents (1976-2016). Task: Predict the reactants needed to synthesize the given product. (1) Given the product [CH2:18]1[C:19]2[C:15](=[CH:14][C:13]([B:25]([OH:26])[OH:24])=[CH:21][CH:20]=2)[CH2:16][CH2:17]1, predict the reactants needed to synthesize it. The reactants are: C([Li])CCC.CCCCCC.Br[C:13]1[CH:14]=[C:15]2[C:19](=[CH:20][CH:21]=1)[CH2:18][CH2:17][CH2:16]2.C([O:24][B:25](OCC)[O:26]CC)C.[Cl-].[NH4+]. (2) Given the product [N:9]1[NH:10][N:11]=[C:12]([CH2:14][O:15][C:16]2[CH:21]=[CH:20][C:19]([N:22]3[CH:26]=[N:25][N:24]=[N:23]3)=[N:18][CH:17]=2)[CH:13]=1, predict the reactants needed to synthesize it. The reactants are: C(OC[N:9]1[CH:13]=[C:12]([CH2:14][O:15][C:16]2[CH:17]=[N:18][C:19]([N:22]3[CH:26]=[N:25][N:24]=[N:23]3)=[CH:20][CH:21]=2)[N:11]=[N:10]1)(=O)C(C)(C)C.[OH-].[Na+].Cl.